From a dataset of Catalyst prediction with 721,799 reactions and 888 catalyst types from USPTO. Predict which catalyst facilitates the given reaction. (1) The catalyst class is: 94. Reactant: [C:1]([NH:5][C:6](=[O:16])[C:7]1[CH:12]=[CH:11][C:10]([C:13]#[N:14])=[CH:9][C:8]=1[F:15])([CH3:4])([CH3:3])[CH3:2].N. Product: [NH2:14][CH2:13][C:10]1[CH:11]=[CH:12][C:7]([C:6]([NH:5][C:1]([CH3:2])([CH3:3])[CH3:4])=[O:16])=[C:8]([F:15])[CH:9]=1. (2) Reactant: [H-].[Na+].[C:3]([O:7][C:8]([N:10]1[CH2:15][CH2:14][CH:13]([C:16](=[O:26])[NH:17][C:18]2[CH:23]=[CH:22][C:21]([Cl:24])=[C:20]([Cl:25])[CH:19]=2)[CH2:12][CH2:11]1)=[O:9])([CH3:6])([CH3:5])[CH3:4].Br[CH2:28][CH3:29]. Product: [C:3]([O:7][C:8]([N:10]1[CH2:15][CH2:14][CH:13]([C:16](=[O:26])[N:17]([C:18]2[CH:23]=[CH:22][C:21]([Cl:24])=[C:20]([Cl:25])[CH:19]=2)[CH2:28][CH3:29])[CH2:12][CH2:11]1)=[O:9])([CH3:6])([CH3:4])[CH3:5]. The catalyst class is: 3. (3) Reactant: C(C1C=CC(C2C=CC=CC=2)=C(C(F)(F)F)C=1)#C.[F:19][C:20]([F:54])([F:53])[C:21]1[CH:26]=[C:25]([C:27]2[O:31][N:30]=[C:29]([C:32]3[CH:37]=[CH:36][C:35]([S:38]([NH:41][CH2:42][CH2:43][C:44](O)=[O:45])(=[O:40])=[O:39])=[CH:34][CH:33]=3)[CH:28]=2)[CH:24]=[CH:23][C:22]=1[C:47]1[CH:52]=[CH:51][CH:50]=[CH:49][CH:48]=1.Cl.C[N:57](C)CCCN=C=NCC.[OH:67][C:68]1C2N=NNC=2C=[CH:70][CH:69]=1.[OH2:77].C(N(C(C)C)CC)(C)C. Product: [F:53][C:20]([F:54])([F:19])[C:21]1[CH:26]=[C:25]([C:27]2[O:31][N:30]=[C:29]([C:32]3[CH:37]=[CH:36][C:35]([S:38]([NH:41][CH:69]([CH3:70])[C:68]([OH:67])=[O:77])(=[O:39])=[O:40])=[CH:34][CH:33]=3)[CH:28]=2)[CH:24]=[CH:23][C:22]=1[C:47]1[CH:48]=[CH:49][CH:50]=[CH:51][CH:52]=1.[F:53][C:20]([F:19])([F:54])[C:21]1[CH:26]=[C:25]([C:27]2[O:31][N:30]=[C:29]([C:32]3[CH:33]=[CH:34][C:35]([S:38]([NH:41][CH2:42][CH2:43][C:44]([NH2:57])=[O:45])(=[O:39])=[O:40])=[CH:36][CH:37]=3)[CH:28]=2)[CH:24]=[CH:23][C:22]=1[C:47]1[CH:52]=[CH:51][CH:50]=[CH:49][CH:48]=1. The catalyst class is: 3. (4) Reactant: [F:1][C:2]1[CH:24]=[CH:23][CH:22]=[CH:21][C:3]=1[CH2:4][N:5]1[C:9]2=[N:10][C:11]([C:14]([F:17])([F:16])[F:15])=[CH:12][CH:13]=[C:8]2[C:7]([C:18]([NH2:20])=O)=[N:6]1. Product: [F:1][C:2]1[CH:24]=[CH:23][CH:22]=[CH:21][C:3]=1[CH2:4][N:5]1[C:9]2=[N:10][C:11]([C:14]([F:16])([F:15])[F:17])=[CH:12][CH:13]=[C:8]2[C:7]([C:18]#[N:20])=[N:6]1. The catalyst class is: 286. (5) Reactant: [C:1]([O:5][C:6]([N:8]1[CH:12]=[CH:11][CH:10]=[C:9]1[C:13]1[NH:14][C:15]2[C:20]([C:21]=1[CH:22]1[CH2:27][CH2:26][CH2:25][CH2:24][CH2:23]1)=[CH:19][CH:18]=[C:17]([C:28]([O:30][CH3:31])=[O:29])[CH:16]=2)=[O:7])([CH3:4])([CH3:3])[CH3:2].Br[CH2:33][CH2:34][CH2:35][Cl:36].[H-].[Na+].O. Product: [C:1]([O:5][C:6]([N:8]1[CH:12]=[CH:11][CH:10]=[C:9]1[C:13]1[N:14]([CH2:33][CH2:34][CH2:35][Cl:36])[C:15]2[C:20]([C:21]=1[CH:22]1[CH2:27][CH2:26][CH2:25][CH2:24][CH2:23]1)=[CH:19][CH:18]=[C:17]([C:28]([O:30][CH3:31])=[O:29])[CH:16]=2)=[O:7])([CH3:4])([CH3:3])[CH3:2]. The catalyst class is: 9. (6) Reactant: [CH2:1]([C:4]1([CH2:11][CH2:12][CH3:13])[CH2:9][CH2:8][C:7](=[O:10])[CH:6]=[CH:5]1)[CH2:2][CH3:3]. Product: [CH2:11]([C:4]1([CH2:1][CH2:2][CH3:3])[CH2:5][CH2:6][C:7](=[O:10])[CH2:8][CH2:9]1)[CH2:12][CH3:13]. The catalyst class is: 29. (7) Reactant: [NH2:1][C:2]1[N:7]=[C:6]([Cl:8])[CH:5]=[C:4](Cl)[N:3]=1.[F:10][C:11]([F:18])([F:17])[CH:12]1[CH2:16][CH2:15][CH2:14][NH:13]1.CCN(C(C)C)C(C)C. Product: [Cl:8][C:6]1[CH:5]=[C:4]([N:13]2[CH2:14][CH2:15][CH2:16][CH:12]2[C:11]([F:18])([F:17])[F:10])[N:3]=[C:2]([NH2:1])[N:7]=1. The catalyst class is: 23. (8) Reactant: [CH3:1][O:2][C:3](=[O:27])/[C:4](/[C:11]1[CH:16]=[CH:15][C:14]([S:17]([CH3:20])(=[O:19])=[O:18])=[C:13]([N:21]2[C:25]([CH3:26])=[N:24][N:23]=[N:22]2)[CH:12]=1)=[CH:5]/[CH:6]1[CH2:10][CH2:9][CH2:8][CH2:7]1.[BH4-].[Na+]. Product: [CH3:1][O:2][C:3](=[O:27])[CH:4]([C:11]1[CH:16]=[CH:15][C:14]([S:17]([CH3:20])(=[O:18])=[O:19])=[C:13]([N:21]2[C:25]([CH3:26])=[N:24][N:23]=[N:22]2)[CH:12]=1)[CH2:5][CH:6]1[CH2:10][CH2:9][CH2:8][CH2:7]1. The catalyst class is: 652. (9) Reactant: [CH2:1]([NH2:9])[CH2:2][C:3]1[CH:8]=[CH:7][CH:6]=[CH:5][CH:4]=1.[CH3:10][O:11][C:12](=[O:17])[CH2:13][C:14](=O)[CH3:15].[CH3:18][O:19][C:20](=[O:23])[C:21]#[CH:22]. Product: [CH3:18][O:19][C:20](=[O:23])[CH:21]=[CH:22][C:13](=[C:14]([NH:9][CH2:1][CH2:2][C:3]1[CH:8]=[CH:7][CH:6]=[CH:5][CH:4]=1)[CH3:15])[C:12]([O:11][CH3:10])=[O:17]. The catalyst class is: 5. (10) Reactant: [CH3:1][O:2][C:3]1[CH:4]=[C:5]([CH:33]2[CH2:38][CH2:37][N:36]([C:39]([O:41][C:42]([CH3:45])([CH3:44])[CH3:43])=[O:40])[CH2:35][CH2:34]2)[CH:6]=[CH:7][C:8]=1[NH:9][C:10]1[N:15]=[C:14]([CH2:16][CH2:17][C:18]2[CH:23]=[CH:22][CH:21]=[CH:20][C:19]=2[CH2:24][C:25]([O:27]C)=[O:26])[C:13]([C:29]([F:32])([F:31])[F:30])=[CH:12][N:11]=1.O[Li:47].O. Product: [C:42]([O:41][C:39]([N:36]1[CH2:37][CH2:38][CH:33]([C:5]2[CH:6]=[CH:7][C:8]([NH:9][C:10]3[N:15]=[C:14]([CH2:16][CH2:17][C:18]4[CH:23]=[CH:22][CH:21]=[CH:20][C:19]=4[CH2:24][C:25]([O-:27])=[O:26])[C:13]([C:29]([F:32])([F:31])[F:30])=[CH:12][N:11]=3)=[C:3]([O:2][CH3:1])[CH:4]=2)[CH2:34][CH2:35]1)=[O:40])([CH3:45])([CH3:44])[CH3:43].[Li+:47]. The catalyst class is: 278.